This data is from Serine/threonine kinase 33 screen with 319,792 compounds. The task is: Binary Classification. Given a drug SMILES string, predict its activity (active/inactive) in a high-throughput screening assay against a specified biological target. (1) The molecule is O=C(Nc1ccc(OC)cc1)C(N(C)C(=O)c1nccnc1)c1ccccc1. The result is 0 (inactive). (2) The drug is S(CC(=O)NC1(CCCCC1)C#N)c1n(CC)c(=O)c2c(n1)cccc2. The result is 0 (inactive). (3) The molecule is FC(F)(F)c1ccc(N2CCN(CC2)CC#N)cc1. The result is 0 (inactive). (4) The result is 0 (inactive). The molecule is N1(CCc2c1nc1c(c2N)cccc1)C. (5) The drug is OC(=O)c1ccc(N2C(N=C(N=C2N)N)(C)C)cc1. The result is 0 (inactive). (6) The drug is Fc1cc(C(=O)N2CCc3c(C2)cccc3)ccc1. The result is 0 (inactive).